From a dataset of Catalyst prediction with 721,799 reactions and 888 catalyst types from USPTO. Predict which catalyst facilitates the given reaction. (1) Reactant: [C:1]1([CH3:21])[CH:6]=[CH:5][CH:4]=[C:3]([S:7]([N:10]2[CH2:15][CH2:14][O:13][C:12]3[CH:16]=[CH:17][C:18]([NH2:20])=[N:19][C:11]2=3)(=[O:9])=[O:8])[CH:2]=1.[Cl:22][C:23]1[CH:31]=[CH:30][CH:29]=[C:28]([Cl:32])[C:24]=1[C:25](Cl)=[O:26].C([O-])(O)=O.[Na+]. Product: [Cl:22][C:23]1[CH:31]=[CH:30][CH:29]=[C:28]([Cl:32])[C:24]=1[C:25]([NH:20][C:18]1[CH:17]=[CH:16][C:12]2[O:13][CH2:14][CH2:15][N:10]([S:7]([C:3]3[CH:2]=[C:1]([CH3:21])[CH:6]=[CH:5][CH:4]=3)(=[O:9])=[O:8])[C:11]=2[N:19]=1)=[O:26]. The catalyst class is: 38. (2) Reactant: CC(C)([O-])C.[K+].C1OCCOCCOCCOCCOCCOC1.[NH:25]1[C:33]2[C:28](=[CH:29][CH:30]=[CH:31][CH:32]=2)[CH:27]=[C:26]1[C:34]([O:36][CH2:37][CH3:38])=[O:35].[Br:39][C:40]1[CH:45]=[CH:44][C:43]([S:46](Cl)(=[O:48])=[O:47])=[CH:42][CH:41]=1. Product: [Br:39][C:40]1[CH:45]=[CH:44][C:43]([S:46]([N:25]2[C:33]3[C:28](=[CH:29][CH:30]=[CH:31][CH:32]=3)[CH:27]=[C:26]2[C:34]([O:36][CH2:37][CH3:38])=[O:35])(=[O:48])=[O:47])=[CH:42][CH:41]=1. The catalyst class is: 56. (3) Reactant: Br[C:2]1[C:10]2[C:5](=[N:6][C:7]([CH3:22])=[CH:8][C:9]=2[NH:11][S:12]([C:15]2[CH:20]=[CH:19][CH:18]=[C:17]([Cl:21])[CH:16]=2)(=[O:14])=[O:13])[S:4][C:3]=1[CH3:23].CC1(C)C(C)(C)OB([C:32]2[CH:33]=[N:34][N:35](C(OC(C)(C)C)=O)[CH:36]=2)O1.C(=O)([O-])[O-].[K+].[K+]. Product: [Cl:21][C:17]1[CH:16]=[C:15]([S:12]([NH:11][C:9]2[CH:8]=[C:7]([CH3:22])[N:6]=[C:5]3[S:4][C:3]([CH3:23])=[C:2]([C:32]4[CH:33]=[N:34][NH:35][CH:36]=4)[C:10]=23)(=[O:14])=[O:13])[CH:20]=[CH:19][CH:18]=1. The catalyst class is: 551. (4) Reactant: [CH3:1][O:2][C:3]1[CH:4]=[C:5]([CH2:11][CH2:12][CH2:13][NH2:14])[CH:6]=[CH:7][C:8]=1[O:9][CH3:10].[CH3:15][O:16][C:17]1[CH:18]=[C:19]([CH2:25][C:26](Cl)=[O:27])[CH:20]=[CH:21][C:22]=1[O:23][CH3:24].C([O-])(O)=O.[Na+]. Product: [CH3:15][O:16][C:17]1[CH:18]=[C:19]([CH2:25][C:26]([NH:14][CH2:13][CH2:12][CH2:11][C:5]2[CH:6]=[CH:7][C:8]([O:9][CH3:10])=[C:3]([O:2][CH3:1])[CH:4]=2)=[O:27])[CH:20]=[CH:21][C:22]=1[O:23][CH3:24]. The catalyst class is: 1.